Task: Predict the reaction yield, written as a fraction of the theoretical maximum amount of product (1.0 means a 100% yield; for example, 0.34 means a 34% yield).. Dataset: Reaction yield outcomes from USPTO patents with 853,638 reactions The reactants are O=C1C2C(=CC=CC=2)C(=O)[N:3]1[CH:12]1[CH2:21][CH2:20][C:19]2[CH:18]=[C:17]([S:22][C:23](=[O:27])[N:24]([CH3:26])[CH3:25])[CH:16]=[CH:15][C:14]=2[CH2:13]1.NN. The catalyst is CCO. The product is [NH2:3][CH:12]1[CH2:21][CH2:20][C:19]2[CH:18]=[C:17]([S:22][C:23](=[O:27])[N:24]([CH3:25])[CH3:26])[CH:16]=[CH:15][C:14]=2[CH2:13]1. The yield is 1.00.